From a dataset of Forward reaction prediction with 1.9M reactions from USPTO patents (1976-2016). Predict the product of the given reaction. (1) The product is: [CH2:1]([C:3]1[N:7]([C:8]2[N:16]=[C:15]3[C:11]([N:12]=[C:13]([CH:18]4[CH2:23][CH2:22][N:21]([C:24]([CH3:28])([CH3:27])[C:25]([NH2:26])=[O:39])[CH2:20][CH2:19]4)[N:14]3[CH3:17])=[C:10]([N:29]3[CH2:34][CH2:33][O:32][CH2:31][CH2:30]3)[N:9]=2)[C:6]2[CH:35]=[CH:36][CH:37]=[CH:38][C:5]=2[N:4]=1)[CH3:2]. Given the reactants [CH2:1]([C:3]1[N:7]([C:8]2[N:16]=[C:15]3[C:11]([N:12]=[C:13]([CH:18]4[CH2:23][CH2:22][N:21]([C:24]([CH3:28])([CH3:27])[C:25]#[N:26])[CH2:20][CH2:19]4)[N:14]3[CH3:17])=[C:10]([N:29]3[CH2:34][CH2:33][O:32][CH2:31][CH2:30]3)[N:9]=2)[C:6]2[CH:35]=[CH:36][CH:37]=[CH:38][C:5]=2[N:4]=1)[CH3:2].[OH:39]S(O)(=O)=O.C([O-])([O-])=O.[K+].[K+], predict the reaction product. (2) Given the reactants C([O:8][C:9]1[CH:14]=[CH:13][C:12]([CH:15]=[CH:16][C:17]([O:19][CH2:20][CH3:21])=[O:18])=[CH:11][C:10]=1[CH:22]1[CH2:26][CH2:25][CH2:24][CH2:23]1)C1C=CC=CC=1, predict the reaction product. The product is: [CH:22]1([C:10]2[CH:11]=[C:12]([CH2:15][CH2:16][C:17]([O:19][CH2:20][CH3:21])=[O:18])[CH:13]=[CH:14][C:9]=2[OH:8])[CH2:23][CH2:24][CH2:25][CH2:26]1. (3) Given the reactants [CH3:1][O:2][C:3]1[CH:4]=[C:5]2[O:9][C:8]([C:10]3[N:11]=[C:12]4[N:16]([CH:17]=3)[N:15]=[C:14]([O:18][CH3:19])[S:13]4)=[CH:7][C:6]2=[C:20]([OH:22])[CH:21]=1.[Cl:23][C:24]1[S:28][C:27]([C:29]2[CH:34]=[CH:33][CH:32]=[CH:31][CH:30]=2)=[N:26][C:25]=1[CH2:35]O, predict the reaction product. The product is: [Cl:23][C:24]1[S:28][C:27]([C:29]2[CH:34]=[CH:33][CH:32]=[CH:31][CH:30]=2)=[N:26][C:25]=1[CH2:35][O:22][C:20]1[C:6]2[CH:7]=[C:8]([C:10]3[N:11]=[C:12]4[N:16]([CH:17]=3)[N:15]=[C:14]([O:18][CH3:19])[S:13]4)[O:9][C:5]=2[CH:4]=[C:3]([O:2][CH3:1])[CH:21]=1. (4) Given the reactants [SH:1][C:2]1[NH:3][C:4]2[CH:10]=[CH:9][CH:8]=[CH:7][C:5]=2[N:6]=1.C[O-].[Na+].[CH2:14]([O:22][C:23]1[CH:28]=[CH:27][N:26]=[C:25]([CH2:29]Cl)[C:24]=1[CH3:31])[CH2:15][CH2:16][CH2:17][CH2:18][CH2:19][CH2:20][CH3:21], predict the reaction product. The product is: [CH2:14]([O:22][C:23]1[CH:28]=[CH:27][N:26]=[C:25]([CH2:29][S:1][C:2]2[NH:6][C:5]3[CH:7]=[CH:8][CH:9]=[CH:10][C:4]=3[N:3]=2)[C:24]=1[CH3:31])[CH2:15][CH2:16][CH2:17][CH2:18][CH2:19][CH2:20][CH3:21]. (5) Given the reactants [SH:1][CH2:2][C:3]1([CH2:6][C:7]([OH:9])=[O:8])[CH2:5][CH2:4]1.C[Si]([N-][Si](C)(C)C)(C)C.[Li+].O1CCCC1.CS(O[C@H:30]([C:43]1[CH:48]=[CH:47][CH:46]=[C:45]([CH:49]2[O:54][CH2:53][C:52]([CH3:56])([CH3:55])[CH2:51][O:50]2)[CH:44]=1)[CH2:31][CH2:32][C:33]1[CH:38]=[CH:37][CH:36]=[CH:35][C:34]=1[C:39]([O:41][CH3:42])=[O:40])(=O)=O.C(O)(=O)C(C(C(O)=O)O)O, predict the reaction product. The product is: [CH3:42][O:41][C:39]([C:34]1[CH:35]=[CH:36][CH:37]=[CH:38][C:33]=1[CH2:32][CH2:31][C@@H:30]([S:1][CH2:2][C:3]1([CH2:6][C:7]([OH:9])=[O:8])[CH2:5][CH2:4]1)[C:43]1[CH:48]=[CH:47][CH:46]=[C:45]([CH:49]2[O:50][CH2:51][C:52]([CH3:56])([CH3:55])[CH2:53][O:54]2)[CH:44]=1)=[O:40]. (6) Given the reactants [ClH:1].[CH3:2][O:3][C:4]1[CH:9]=[C:8]([CH3:10])[C:7]([S:11]([N:14]2[C:23]3[C:18](=[CH:19][CH:20]=[C:21]([CH2:24][C:25]([N:27]4[CH2:36][CH2:35][C:30]5([CH2:34][NH:33][CH2:32][CH2:31]5)[CH2:29][CH2:28]4)=[O:26])[CH:22]=3)[CH2:17][CH2:16][CH2:15]2)(=[O:13])=[O:12])=[C:6]([CH3:37])[CH:5]=1.C(N(CC)CC)C.[C:45]1(=O)[CH2:48][CH2:47][CH2:46]1.C(O[BH-](OC(=O)C)OC(=O)C)(=O)C.[Na+].C(O)(=O)C, predict the reaction product. The product is: [ClH:1].[CH:45]1([N:33]2[CH2:32][CH2:31][C:30]3([CH2:29][CH2:28][N:27]([C:25](=[O:26])[CH2:24][C:21]4[CH:22]=[C:23]5[C:18]([CH2:17][CH2:16][CH2:15][N:14]5[S:11]([C:7]5[C:6]([CH3:37])=[CH:5][C:4]([O:3][CH3:2])=[CH:9][C:8]=5[CH3:10])(=[O:12])=[O:13])=[CH:19][CH:20]=4)[CH2:36][CH2:35]3)[CH2:34]2)[CH2:48][CH2:47][CH2:46]1. (7) The product is: [C:9]([C:6]1[CH:7]=[CH:8][C:3]([CH2:2][N:15]2[C:16](=[O:23])[C:17]3[C:22](=[CH:21][CH:20]=[CH:19][CH:18]=3)[C:14]2=[O:13])=[C:4]([Cl:12])[CH:5]=1)(=[O:11])[CH3:10]. Given the reactants Br[CH2:2][C:3]1[CH:8]=[CH:7][C:6]([C:9](=[O:11])[CH3:10])=[CH:5][C:4]=1[Cl:12].[O:13]=[C:14]1[C:22]2[C:17](=[CH:18][CH:19]=[CH:20][CH:21]=2)[C:16](=[O:23])[N:15]1[K], predict the reaction product.